Dataset: Forward reaction prediction with 1.9M reactions from USPTO patents (1976-2016). Task: Predict the product of the given reaction. Given the reactants [Cl:1][C:2]1[CH:3]=[C:4]2[CH:10]=[C:9]([C:11]([OH:13])=O)[NH:8][C:5]2=[CH:6][N:7]=1.[CH3:14][O:15][C:16](=[O:30])[CH2:17][N:18]1[C:27]2[C:22](=[CH:23][CH:24]=[CH:25][CH:26]=2)[CH2:21][C@@H:20]([NH2:28])[C:19]1=[O:29].C1C=CC2N(O)N=NC=2C=1.CCN(C(C)C)C(C)C.CCN=C=NCCCN(C)C, predict the reaction product. The product is: [CH3:14][O:15][C:16](=[O:30])[CH2:17][N:18]1[C:27]2[C:22](=[CH:23][CH:24]=[CH:25][CH:26]=2)[CH2:21][C@@H:20]([NH:28][C:11]([C:9]2[NH:8][C:5]3=[CH:6][N:7]=[C:2]([Cl:1])[CH:3]=[C:4]3[CH:10]=2)=[O:13])[C:19]1=[O:29].